From a dataset of Acute oral toxicity (LD50) regression data from Zhu et al.. Regression/Classification. Given a drug SMILES string, predict its toxicity properties. Task type varies by dataset: regression for continuous values (e.g., LD50, hERG inhibition percentage) or binary classification for toxic/non-toxic outcomes (e.g., AMES mutagenicity, cardiotoxicity, hepatotoxicity). Dataset: ld50_zhu. (1) The molecule is NC(=O)c1ccc(Cl)c([N+](=O)[O-])c1. The rat oral LD50 is 1.89, given as -log10 of the dose in mol/kg body weight (higher means more acutely toxic). (2) The compound is CC1(C)CON(Cc2ccccc2Cl)C1=O. The rat oral LD50 is 2.24, given as -log10 of the dose in mol/kg body weight (higher means more acutely toxic). (3) The compound is Oc1c(Cl)c(Cl)c(Cl)c(Cl)c1Cl. The rat oral LD50 is 3.99, given as -log10 of the dose in mol/kg body weight (higher means more acutely toxic).